This data is from Forward reaction prediction with 1.9M reactions from USPTO patents (1976-2016). The task is: Predict the product of the given reaction. (1) Given the reactants [NH:1]1[CH2:5][CH2:4][CH2:3][C:2]1=[O:6].CNCCNC.[CH2:13]([O:15][C:16]([C:18]1[N:22]([CH2:23][C:24]2[CH:29]=[C:28]([C:30]([F:33])([F:32])[F:31])[CH:27]=[C:26]([C:34]([F:37])([F:36])[F:35])[CH:25]=2)[C:21]2[C:38](Br)=[CH:39][S:40][C:20]=2[CH:19]=1)=[O:17])[CH3:14].[O-]P([O-])([O-])=O.[K+].[K+].[K+], predict the reaction product. The product is: [CH2:13]([O:15][C:16]([C:18]1[N:22]([CH2:23][C:24]2[CH:29]=[C:28]([C:30]([F:33])([F:32])[F:31])[CH:27]=[C:26]([C:34]([F:37])([F:35])[F:36])[CH:25]=2)[C:21]2[C:38]([N:1]3[CH2:5][CH2:4][CH2:3][C:2]3=[O:6])=[CH:39][S:40][C:20]=2[CH:19]=1)=[O:17])[CH3:14]. (2) The product is: [NH2:1][C:2]1[N:7]=[C:6]([N:8]2[C:16]3[C:11](=[CH:12][CH:13]=[C:14]([C:31]#[C:30][C@@:28]([OH:32])([C:25]4[N:24]=[C:23]([CH3:22])[O:27][N:26]=4)[CH3:29])[CH:15]=3)[C:10]([C:18]([OH:20])=[O:19])=[N:9]2)[C:5]([Cl:21])=[CH:4][N:3]=1. Given the reactants [NH2:1][C:2]1[N:7]=[C:6]([N:8]2[C:16]3[C:11](=[CH:12][CH:13]=[C:14](I)[CH:15]=3)[C:10]([C:18]([OH:20])=[O:19])=[N:9]2)[C:5]([Cl:21])=[CH:4][N:3]=1.[CH3:22][C:23]1[O:27][N:26]=[C:25]([C@:28]([OH:32])([C:30]#[CH:31])[CH3:29])[N:24]=1, predict the reaction product. (3) Given the reactants CCN(CC)CC.[F:8][C:9]1[CH:10]=[N:11][CH:12]=[CH:13][C:14]=1[C:15]([OH:17])=O.CCN=C=NCCCN(C)C.C1C=CC2N(O)N=NC=2C=1.[CH3:39][NH:40][O:41][CH3:42], predict the reaction product. The product is: [F:8][C:9]1[CH:10]=[N:11][CH:12]=[CH:13][C:14]=1[C:15]([N:40]([CH3:39])[O:41][CH3:42])=[O:17]. (4) Given the reactants [CH2:1]([OH:23])[C@H:2]1[O:7][C@H:6]([O:8][C@H:9]2[C@H:14]([OH:15])[C@@H:13]([OH:16])[C@H:12]([OH:17])[O:11][C@@H:10]2[CH2:18][OH:19])[C@H:5]([OH:20])[C@@H:4]([OH:21])[C@@H:3]1[OH:22].NCCSSCCN.Cl.C(CCP(CCC(O)=O)CCC(O)=O)(O)=O, predict the reaction product. The product is: [CH2:1]([OH:23])[C@H:2]1[O:7][C@H:6]([O:8][C@H:9]2[C@H:14]([OH:15])[C@@H:13]([OH:16])[C@H:12]([OH:17])[O:11][C@@H:10]2[CH2:18][OH:19])[C@H:5]([OH:20])[C@@H:4]([OH:21])[C@@H:3]1[OH:22]. (5) Given the reactants C[O:2][C:3](=[O:22])[CH2:4][CH2:5][N:6]1[C:11]2[CH:12]=[CH:13][CH:14]=[C:15]([CH:16]([CH3:18])[CH3:17])[C:10]=2[O:9][C:8]([CH3:20])([CH3:19])[C:7]1=[O:21].[OH-].[Na+], predict the reaction product. The product is: [CH:16]([C:15]1[C:10]2[O:9][C:8]([CH3:20])([CH3:19])[C:7](=[O:21])[N:6]([CH2:5][CH2:4][C:3]([OH:22])=[O:2])[C:11]=2[CH:12]=[CH:13][CH:14]=1)([CH3:18])[CH3:17]. (6) Given the reactants [CH2:1]([O:3][C:4]([C:6]1([C:9]2[CH:14]=[CH:13][C:12]([C:15]3[CH:20]=[CH:19][C:18]([C:21]4[O:25][N:24]=[C:23]([CH3:26])[C:22]=4[CH2:27][NH2:28])=[CH:17][CH:16]=3)=[CH:11][CH:10]=2)[CH2:8][CH2:7]1)=[O:5])[CH3:2].[CH3:29][C:30]([C:35]1[CH:40]=[CH:39][CH:38]=[CH:37][CH:36]=1)([CH3:34])[C:31](O)=[O:32].C(N=C=NCCCN(C)C)C.ON1C2C=CC=CC=2N=N1.C(N(CC)CC)C, predict the reaction product. The product is: [CH2:1]([O:3][C:4]([C:6]1([C:9]2[CH:10]=[CH:11][C:12]([C:15]3[CH:20]=[CH:19][C:18]([C:21]4[O:25][N:24]=[C:23]([CH3:26])[C:22]=4[CH2:27][NH:28][C:31](=[O:32])[C:30]([CH3:29])([C:35]4[CH:40]=[CH:39][CH:38]=[CH:37][CH:36]=4)[CH3:34])=[CH:17][CH:16]=3)=[CH:13][CH:14]=2)[CH2:8][CH2:7]1)=[O:5])[CH3:2].